Dataset: Full USPTO retrosynthesis dataset with 1.9M reactions from patents (1976-2016). Task: Predict the reactants needed to synthesize the given product. (1) Given the product [Cl:1][C:2]1[N:3]=[CH:4][C:5]2[N:11]([CH3:17])[C:10](=[O:12])[CH2:9][CH2:8][N:7]([CH:13]([CH3:14])[CH3:15])[C:6]=2[N:16]=1, predict the reactants needed to synthesize it. The reactants are: [Cl:1][C:2]1[N:3]=[CH:4][C:5]2[NH:11][C:10](=[O:12])[CH2:9][CH2:8][N:7]([CH:13]([CH3:15])[CH3:14])[C:6]=2[N:16]=1.[CH3:17]N(C)C(=O)C.IC.[H-].[Na+]. (2) Given the product [CH2:45]([S:47]([N:15]1[CH2:14][CH:13]([C:11]2[O:10][N:9]=[C:8]([C:5]3[CH:6]=[CH:7][C:2]([F:1])=[C:3]([NH:24][C:25]([C:27]4[N:31]5[CH:32]=[CH:33][CH:34]=[CH:35][C:30]5=[N:29][CH:28]=4)=[O:26])[CH:4]=3)[N:12]=2)[CH2:16]1)(=[O:49])=[O:48])[CH3:46], predict the reactants needed to synthesize it. The reactants are: [F:1][C:2]1[CH:7]=[CH:6][C:5]([C:8]2[N:12]=[C:11]([CH:13]3[CH2:16][N:15](C(OC(C)(C)C)=O)[CH2:14]3)[O:10][N:9]=2)=[CH:4][C:3]=1[NH:24][C:25]([C:27]1[N:31]2[CH:32]=[CH:33][CH:34]=[CH:35][C:30]2=[N:29][CH:28]=1)=[O:26].CCN(C(C)C)C(C)C.[CH2:45]([S:47](Cl)(=[O:49])=[O:48])[CH3:46]. (3) The reactants are: [C:1]([C:3]1[CH:4]=[C:5]([CH:35]=[CH:36][CH:37]=1)[CH2:6][O:7][CH2:8][CH2:9][O:10][C:11]1[CH:16]=[CH:15][C:14]([CH2:17][CH2:18][NH:19][CH2:20][C@@H:21]([C:23]2[CH:24]=[CH:25][C:26]([OH:34])=[C:27]([NH:29][S:30]([CH3:33])(=[O:32])=[O:31])[CH:28]=2)[OH:22])=[CH:13][CH:12]=1)#[N:2].C[Si](C)(C)[O-:40].[K+]. Given the product [OH:22][C@H:21]([C:23]1[CH:24]=[CH:25][C:26]([OH:34])=[C:27]([NH:29][S:30]([CH3:33])(=[O:31])=[O:32])[CH:28]=1)[CH2:20][NH:19][CH2:18][CH2:17][C:14]1[CH:13]=[CH:12][C:11]([O:10][CH2:9][CH2:8][O:7][CH2:6][C:5]2[CH:4]=[C:3]([CH:37]=[CH:36][CH:35]=2)[C:1]([NH2:2])=[O:40])=[CH:16][CH:15]=1, predict the reactants needed to synthesize it. (4) Given the product [Cl:7][C:8]1[CH:15]=[CH:14][C:11]([C:12]#[N:13])=[C:10]([C:16]2[C:21]([O:22][CH3:23])=[CH:20][N:19]([CH2:26][C:27]([O:29][CH2:30][C:31]3[CH:36]=[CH:35][CH:34]=[CH:33][CH:32]=3)=[O:28])[C:18](=[O:24])[CH:17]=2)[CH:9]=1, predict the reactants needed to synthesize it. The reactants are: C(=O)([O-])[O-].[K+].[K+].[Cl:7][C:8]1[CH:15]=[CH:14][C:11]([C:12]#[N:13])=[C:10]([C:16]2[C:21]([O:22][CH3:23])=[CH:20][NH:19][C:18](=[O:24])[CH:17]=2)[CH:9]=1.Br[CH2:26][C:27]([O:29][CH2:30][C:31]1[CH:36]=[CH:35][CH:34]=[CH:33][CH:32]=1)=[O:28].[Cl-].[Li+]. (5) Given the product [CH3:1][C:2]12[C:3](=[O:20])[CH2:4][CH2:5][CH:6]1[CH:7]1[C:16]([CH2:17][CH2:18]2)=[C:15]([CH2:14][CH2:13][C:12]2([CH3:11])[O:23][CH2:22][CH2:21][O:19]2)[C:10](=[O:34])[CH2:9][O:8]1, predict the reactants needed to synthesize it. The reactants are: [CH3:1][C:2]12[CH2:18][CH2:17][C:16]3[CH:7]([O:8][CH2:9][C:10]4[C:15]=3[CH2:14][CH2:13][C:12](=[O:19])[CH:11]=4)[CH:6]1[CH2:5][CH2:4][C:3]2=[O:20].[CH2:21](O)[CH2:22][OH:23].Cl.[NH+]1C=CC=CC=1.C(OCC)(=[O:34])C. (6) Given the product [Cl:1][C:2]1[CH:7]=[CH:6][C:5]([C:13]#[N:14])=[C:4]([C:9]([F:12])([F:11])[F:10])[CH:3]=1, predict the reactants needed to synthesize it. The reactants are: [Cl:1][C:2]1[CH:7]=[CH:6][C:5](I)=[C:4]([C:9]([F:12])([F:11])[F:10])[CH:3]=1.[CH3:13][N:14](C)C=O.